This data is from Full USPTO retrosynthesis dataset with 1.9M reactions from patents (1976-2016). The task is: Predict the reactants needed to synthesize the given product. (1) Given the product [Cl:9][C:3]1[CH:4]=[C:5]([CH2:12][CH2:11][CH:10]=[O:13])[CH:6]=[CH:7][C:2]=1[Cl:1], predict the reactants needed to synthesize it. The reactants are: [Cl:1][C:2]1[CH:7]=[CH:6][C:5](I)=[CH:4][C:3]=1[Cl:9].[CH2:10]([OH:13])[CH:11]=[CH2:12].C(=O)(O)[O-].[Na+]. (2) Given the product [C:19]([O:18][C:16](=[O:17])[NH:23][CH2:24][C:25]1[CH:26]=[CH:27][C:28]([NH:29][C:2]2[N:7]=[C:6]([NH:8][C:9]3[CH:14]=[CH:13][CH:12]=[CH:11][CH:10]=3)[C:5]([F:15])=[CH:4][N:3]=2)=[CH:30][CH:31]=1)([CH3:22])([CH3:20])[CH3:21], predict the reactants needed to synthesize it. The reactants are: Cl[C:2]1[N:7]=[C:6]([NH:8][C:9]2[CH:14]=[CH:13][CH:12]=[CH:11][CH:10]=2)[C:5]([F:15])=[CH:4][N:3]=1.[C:16]([NH:23][CH2:24][C:25]1[CH:31]=[CH:30][C:28]([NH2:29])=[CH:27][CH:26]=1)([O:18][C:19]([CH3:22])([CH3:21])[CH3:20])=[O:17].